From a dataset of Full USPTO retrosynthesis dataset with 1.9M reactions from patents (1976-2016). Predict the reactants needed to synthesize the given product. (1) Given the product [CH3:1][N:32]([CH3:31])[C:4]1[CH:5]=[C:6]([CH:19]=[C:20]([O:22][CH2:23][CH2:24][C:25]2[S:29][CH:28]=[N:27][C:26]=2[CH3:30])[CH:21]=1)[C:7]([NH:9][C:10]1[CH:15]=[CH:14][C:13]([C:16]([OH:18])=[O:17])=[CH:12][N:11]=1)=[O:8], predict the reactants needed to synthesize it. The reactants are: [CH2:1]=O.N[C:4]1[CH:5]=[C:6]([CH:19]=[C:20]([O:22][CH2:23][CH2:24][C:25]2[S:29][CH:28]=[N:27][C:26]=2[CH3:30])[CH:21]=1)[C:7]([NH:9][C:10]1[CH:15]=[CH:14][C:13]([C:16]([OH:18])=[O:17])=[CH:12][N:11]=1)=[O:8].[C:31]([BH3-])#[N:32].[Na+]. (2) Given the product [CH3:15][C:13]1[C:12]2[NH:16][C:28]([C:20]3[CH2:21][C:22]4([CH2:23][CH2:24][CH2:25][CH2:26][CH2:27]4)[O:18][N:19]=3)=[N:17][C:11]=2[CH:10]=[C:9]([C:3]2[C:2]([F:1])=[CH:7][CH:6]=[CH:5][C:4]=2[F:8])[CH:14]=1, predict the reactants needed to synthesize it. The reactants are: [F:1][C:2]1[CH:7]=[CH:6][CH:5]=[C:4]([F:8])[C:3]=1[C:9]1[CH:14]=[C:13]([CH3:15])[C:12]([NH2:16])=[C:11]([NH2:17])[CH:10]=1.[O:18]1[C:22]2([CH2:27][CH2:26][CH2:25][CH2:24][CH2:23]2)[CH2:21][C:20]([CH:28]=O)=[N:19]1.O. (3) Given the product [CH2:1]([O:8][C:12]1[CH:17]=[CH:16][C:15]([Br:18])=[CH:14][N:13]=1)[C:2]1[CH:7]=[CH:6][CH:5]=[CH:4][CH:3]=1, predict the reactants needed to synthesize it. The reactants are: [CH2:1]([OH:8])[C:2]1[CH:7]=[CH:6][CH:5]=[CH:4][CH:3]=1.[H-].[Na+].Br[C:12]1[CH:17]=[CH:16][C:15]([Br:18])=[CH:14][N:13]=1. (4) Given the product [NH2:1][C:2]1[N:11]=[CH:10][C:9]([C:30]2[CH:40]=[CH:39][C:33]3[NH:34][S:35](=[O:37])(=[O:38])[CH2:36][C:32]=3[CH:31]=2)=[C:8]2[C:3]=1[CH:4]=[CH:5][C:6]([C:13]([N:15]1[CH2:19][CH2:18][C:17]([F:21])([F:20])[CH2:16]1)=[O:14])=[N:7]2, predict the reactants needed to synthesize it. The reactants are: [NH2:1][C:2]1[N:11]=[CH:10][C:9](Br)=[C:8]2[C:3]=1[CH:4]=[CH:5][C:6]([C:13]([N:15]1[CH2:19][CH2:18][C:17]([F:21])([F:20])[CH2:16]1)=[O:14])=[N:7]2.CC1(C)C(C)(C)OB([C:30]2[CH:40]=[CH:39][C:33]3[NH:34][S:35](=[O:38])(=[O:37])[CH2:36][C:32]=3[CH:31]=2)O1.C(=O)([O-])[O-].[Na+].[Na+].